Dataset: Catalyst prediction with 721,799 reactions and 888 catalyst types from USPTO. Task: Predict which catalyst facilitates the given reaction. Reactant: Cl[C:2]1[N:7]=[CH:6][C:5]([CH2:8][N:9]([CH3:23])[CH:10]2[CH2:15][CH2:14][N:13]([C:16]([O:18][C:19]([CH3:22])([CH3:21])[CH3:20])=[O:17])[CH2:12][CH2:11]2)=[CH:4][CH:3]=1.B(O)O.[C:27]([O-:30])([O-])=O.[K+].[K+].O1[CH2:38][CH2:37]OCC1. Product: [CH3:6][N:7]([CH3:2])[C:27]([C:38]1[CH:37]=[CH:8][C:5]([C:2]2[N:7]=[CH:6][C:5]([CH2:8][N:9]([CH3:23])[CH:10]3[CH2:15][CH2:14][N:13]([C:16]([O:18][C:19]([CH3:22])([CH3:21])[CH3:20])=[O:17])[CH2:12][CH2:11]3)=[CH:4][CH:3]=2)=[CH:4][CH:3]=1)=[O:30]. The catalyst class is: 103.